The task is: Predict the reaction yield, written as a fraction of the theoretical maximum amount of product (1.0 means a 100% yield; for example, 0.34 means a 34% yield).. This data is from Reaction yield outcomes from USPTO patents with 853,638 reactions. (1) The reactants are [CH:1]1([NH:4][CH2:5][CH:6]2[CH2:9][N:8]([C:10]([C:12]3[CH:13]=[C:14]([CH:27]=[CH:28][C:29]=3[F:30])[CH2:15][C:16]3[C:25]4[C:20](=[CH:21][CH:22]=[CH:23][CH:24]=4)[C:19](=[O:26])[NH:18][N:17]=3)=[O:11])[CH2:7]2)[CH2:3][CH2:2]1.C([O-])([O-])=O.[Na+].[Na+].[CH2:37](I)[CH3:38]. No catalyst specified. The product is [CH:1]1([N:4]([CH2:5][CH:6]2[CH2:7][N:8]([C:10]([C:12]3[CH:13]=[C:14]([CH:27]=[CH:28][C:29]=3[F:30])[CH2:15][C:16]3[C:25]4[C:20](=[CH:21][CH:22]=[CH:23][CH:24]=4)[C:19](=[O:26])[NH:18][N:17]=3)=[O:11])[CH2:9]2)[CH2:37][CH3:38])[CH2:2][CH2:3]1. The yield is 0.770. (2) The reactants are [O:1]=[C:2]1[CH:7]([C:8]([O:10][CH2:11][CH3:12])=[O:9])[CH2:6][CH2:5][CH2:4][NH:3]1.F[B-](F)(F)F.[CH2:18]([O+](CC)CC)[CH3:19]. The catalyst is C(Cl)Cl.O. The product is [CH2:18]([O:1][C:2]1[CH:7]([C:8]([O:10][CH2:11][CH3:12])=[O:9])[CH2:6][CH2:5][CH2:4][N:3]=1)[CH3:19]. The yield is 0.660. (3) The reactants are C(N(CC)CC)C.ClC(OCC(C)C)=O.[CH3:16][O:17][C:18](=[O:29])[C:19]1[CH:27]=[C:26]([F:28])[CH:25]=[C:21]([C:22](O)=[O:23])[CH:20]=1.[BH4-].[Na+]. The catalyst is ClCCl.O. The product is [CH3:16][O:17][C:18](=[O:29])[C:19]1[CH:20]=[C:21]([CH2:22][OH:23])[CH:25]=[C:26]([F:28])[CH:27]=1. The yield is 0.540. (4) The reactants are Br[CH:2]([C:6]1[CH:11]=[CH:10][CH:9]=[CH:8][CH:7]=1)[C:3]([OH:5])=[O:4].[Cl:12][C:13]1[CH:18]=[CH:17][C:16]([NH2:19])=[CH:15][CH:14]=1. The catalyst is C(#N)C. The product is [Cl:12][C:13]1[CH:18]=[CH:17][C:16]([NH:19][CH:2]([C:6]2[CH:11]=[CH:10][CH:9]=[CH:8][CH:7]=2)[C:3]([OH:5])=[O:4])=[CH:15][CH:14]=1. The yield is 0.470. (5) The reactants are [CH3:1][CH:2]([Si:4]([CH:16]([CH3:18])[CH3:17])([O:8][C:9]1[CH:10]=[C:11]([OH:15])[CH:12]=[CH:13][CH:14]=1)[CH:5]([CH3:7])[CH3:6])[CH3:3].CN[C:21]1[N:26]=[C:25]([CH2:27][CH2:28]O)[CH:24]=[CH:23][CH:22]=1.C1(P(C2C=CC=CC=2)C2C=CC=CC=2)C=CC=CC=1.[N:49]([C:56](OCC)=O)=NC(OCC)=O. The catalyst is C1COCC1. The product is [CH3:7][CH:5]([Si:4]([CH:16]([CH3:18])[CH3:17])([O:8][C:9]1[CH:10]=[C:11]([CH:12]=[CH:13][CH:14]=1)[O:15][CH2:28][CH2:27][C:25]1[N:26]=[C:21]([CH2:56][NH2:49])[CH:22]=[CH:23][CH:24]=1)[CH:2]([CH3:1])[CH3:3])[CH3:6]. The yield is 0.280. (6) The reactants are [CH2:1]([C:5]1([CH2:18]OS(C)(=O)=O)[CH2:10][CH2:9][N:8]([C:11]([O:13][C:14]([CH3:17])([CH3:16])[CH3:15])=[O:12])[CH2:7][CH2:6]1)[CH2:2][CH:3]=[CH2:4].[Li+].[B-](CC)(CC)CC.O. The catalyst is C1COCC1. The product is [CH2:1]([C:5]1([CH3:18])[CH2:6][CH2:7][N:8]([C:11]([O:13][C:14]([CH3:17])([CH3:16])[CH3:15])=[O:12])[CH2:9][CH2:10]1)[CH2:2][CH:3]=[CH2:4]. The yield is 0.282. (7) The reactants are Cl[C:2]1[C:7](Cl)=[N:6][CH:5]=[CH:4][N:3]=1.[CH2:9]([C:11]1[CH:17]=[CH:16][C:14]([NH2:15])=[CH:13][CH:12]=1)[CH3:10]. The catalyst is C1(C)C=C(C)C=C(C)C=1.C1(C)C=CC=CC=1. The product is [CH2:9]([C:11]1[CH:17]=[CH:16][C:14]([NH:15][C:2]2[C:7]([NH:15][C:14]3[CH:16]=[CH:17][C:11]([CH2:9][CH3:10])=[CH:12][CH:13]=3)=[N:6][CH:5]=[CH:4][N:3]=2)=[CH:13][CH:12]=1)[CH3:10]. The yield is 0.470.